Dataset: Reaction yield outcomes from USPTO patents with 853,638 reactions. Task: Predict the reaction yield, written as a fraction of the theoretical maximum amount of product (1.0 means a 100% yield; for example, 0.34 means a 34% yield). (1) The reactants are [Cl:1][C:2]1[CH:7]=[CH:6][C:5]([CH3:8])=[CH:4][C:3]=1[OH:9].[C:10](=O)([O-])[O-].[K+].[K+].CI. The catalyst is CN(C=O)C. The product is [Cl:1][C:2]1[CH:7]=[CH:6][C:5]([CH3:8])=[CH:4][C:3]=1[O:9][CH3:10]. The yield is 0.920. (2) The reactants are [C:1]([N:4]1[CH2:9][CH2:8][CH:7]([C:10]([N:12]2[CH2:17][CH2:16][C@@H:15]([N:18]([CH3:28])[C:19](=[O:27])[C:20]3[CH:25]=[CH:24][C:23](Br)=[CH:22][CH:21]=3)[C@H:14]([C:29]3[CH:34]=[CH:33][C:32]([Cl:35])=[C:31]([Cl:36])[CH:30]=3)[CH2:13]2)=[O:11])[CH2:6][CH2:5]1)(=[O:3])[CH3:2].[C:37]1(B(O)O)[CH:42]=[CH:41][CH:40]=[CH:39][CH:38]=1.C(=O)([O-])[O-].[K+].[K+]. The catalyst is C1(C)C=CC=CC=1.O.C1C=CC([P]([Pd]([P](C2C=CC=CC=2)(C2C=CC=CC=2)C2C=CC=CC=2)([P](C2C=CC=CC=2)(C2C=CC=CC=2)C2C=CC=CC=2)[P](C2C=CC=CC=2)(C2C=CC=CC=2)C2C=CC=CC=2)(C2C=CC=CC=2)C2C=CC=CC=2)=CC=1. The product is [C:1]([N:4]1[CH2:9][CH2:8][CH:7]([C:10]([N:12]2[CH2:17][CH2:16][C@@H:15]([N:18]([CH3:28])[C:19]([C:20]3[CH:25]=[CH:24][C:23]([C:37]4[CH:42]=[CH:41][CH:40]=[CH:39][CH:38]=4)=[CH:22][CH:21]=3)=[O:27])[C@H:14]([C:29]3[CH:34]=[CH:33][C:32]([Cl:35])=[C:31]([Cl:36])[CH:30]=3)[CH2:13]2)=[O:11])[CH2:6][CH2:5]1)(=[O:3])[CH3:2]. The yield is 0.690. (3) The reactants are [NH:1]1[CH2:9][CH2:8][CH:4]([C:5]([OH:7])=[O:6])[CH2:3][CH2:2]1.C(=O)([O-])ON1C(=O)CC([CH2:18][CH:19]2[C:31]3[CH:30]=[CH:29][CH:28]=[CH:27][C:26]=3[C:25]3[C:20]2=[CH:21][CH:22]=[CH:23][CH:24]=3)C1=O.[C:35](=O)([O-:37])[O-:36].[Na+].[Na+].O1CCOCC1. No catalyst specified. The product is [C:35]([N:1]1[CH2:9][CH2:8][CH:4]([C:5]([OH:7])=[O:6])[CH2:3][CH2:2]1)([O:37][CH2:18][CH:19]1[C:31]2[C:26](=[CH:27][CH:28]=[CH:29][CH:30]=2)[C:25]2[C:20]1=[CH:21][CH:22]=[CH:23][CH:24]=2)=[O:36]. The yield is 0.950. (4) The reactants are C([O-])([O-])=O.[K+].[K+].[CH2:7]([O:9][C:10](=[O:23])[C:11]1[CH:16]=[C:15](I)[C:14]([O:18][CH2:19][O:20][CH3:21])=[C:13](Br)[CH:12]=1)[CH3:8].C(O[C:27](=O)[C:28]1[CH:33]=[C:32](Br)[C:31](OCOC)=[C:30](Br)[CH:29]=1)C.[CH3:41][C:42]1[CH:43]=[C:44](B(O)O)[CH:45]=C[CH:47]=1.[CH2:51](Cl)Cl.CCO[C:57]([CH3:59])=O. The catalyst is O.C1C=CC(P(C2C=CC=CC=2)[C-]2C=CC=C2)=CC=1.C1C=CC(P(C2C=CC=CC=2)[C-]2C=CC=C2)=CC=1.Cl[Pd]Cl.[Fe+2].O1CCOCC1. The product is [CH2:7]([O:9][C:10](=[O:23])[C:11]1[CH:16]=[C:15]([C:44]2[CH:43]=[C:42]([CH3:47])[CH:41]=[C:57]([CH3:59])[CH:45]=2)[C:14]([O:18][CH2:19][O:20][CH3:21])=[C:13]([C:32]2[CH:31]=[C:30]([CH3:51])[CH:29]=[C:28]([CH3:27])[CH:33]=2)[CH:12]=1)[CH3:8]. The yield is 0.230. (5) The reactants are O1C2C=CC(C3(C(N[C:16]4[CH:17]=[CH:18][C:19](CC#N)=[C:20]([C:22]5[CH:27]=[CH:26][C:25]([C:28]([N:30]([CH3:32])[CH3:31])=[O:29])=[CH:24][CH:23]=5)[CH:21]=4)=O)CC3)=CC=2OC1.OO.[OH-].[Na+]. The catalyst is CO. The product is [CH3:31][N:30]([CH3:32])[C:28]([C:25]1[CH:26]=[CH:27][C:22]([C:20]2[CH:21]=[CH:16][CH:17]=[CH:18][CH:19]=2)=[CH:23][CH:24]=1)=[O:29]. The yield is 0.230. (6) The catalyst is CO.[OH-].[OH-].[Pd+2]. The product is [NH2:33][C:34]1[S:38][C:37]([C:39]2[C:44]([F:45])=[CH:43][CH:42]=[CH:41][C:40]=2[F:46])=[N:36][C:35]=1[C:47]([NH:22][C:21]1[CH:20]=[N:19][N:18]([CH3:25])[C:17]=1[C@H:5]1[CH2:6][CH2:7][CH:8]([NH2:10])[CH2:9][C@@H:3]([CH2:1][CH3:2])[O:4]1)=[O:48]. The reactants are [CH2:1]([CH:3]1[CH2:9][CH:8]([NH:10]S(C(C)(C)C)=O)[CH2:7][CH2:6][CH:5]([C:17]2[N:18]([CH3:25])[N:19]=[CH:20][C:21]=2[N+:22]([O-])=O)[O:4]1)[CH3:2].C(OC([NH:33][C:34]1[S:38][C:37]([C:39]2[C:44]([F:45])=[CH:43][CH:42]=[CH:41][C:40]=2[F:46])=[N:36][C:35]=1[C:47](O)=[O:48])=O)(C)(C)C.CCN(C(C)C)C(C)C.CCCP(=O)=O.Cl.O1CCOCC1. The yield is 0.0500. (7) The reactants are [F:1][CH:2]([F:17])[O:3][C:4]1[C:5]2[N:6]([C:10](I)=[C:11]([CH2:13][O:14][CH3:15])[N:12]=2)[CH:7]=[CH:8][CH:9]=1.[F:18][C:19]1[CH:20]=[CH:21][C:22]2=[C:23]([CH:39]=1)[O:24][CH2:25][C:26]1[CH:36]=[C:35]([CH:37]=[O:38])[CH:34]=[CH:33][C:27]=1/[C:28]/2=[C:29](/[CH3:32])\[C:30]#[N:31]. The product is [F:1][CH:2]([F:17])[O:3][C:4]1[C:5]2[N:6]([C:10]([CH:37]([OH:38])[C:35]3[CH:34]=[CH:33][C:27]4/[C:28](=[C:29](/[CH3:32])\[C:30]#[N:31])/[C:22]5[CH:21]=[CH:20][C:19]([F:18])=[CH:39][C:23]=5[O:24][CH2:25][C:26]=4[CH:36]=3)=[C:11]([CH2:13][O:14][CH3:15])[N:12]=2)[CH:7]=[CH:8][CH:9]=1. No catalyst specified. The yield is 0.780. (8) The reactants are [F:1][C:2]([F:10])(S(F)(=O)=O)C(O)=O.[CH3:11][N:12]([CH3:37])[C:13]([C:15]1[N:16]=[CH:17][C:18]([O:21][C:22]2[CH:23]=[C:24]([CH:29]=[C:30]([O:32][C@@H:33]([CH3:36])[CH2:34][OH:35])[CH:31]=2)[C:25]([O:27][CH3:28])=[O:26])=[N:19][CH:20]=1)=[O:14]. The catalyst is C(#N)C.[Cu]I. The product is [F:1][CH:2]([F:10])[O:35][CH2:34][C@@H:33]([O:32][C:30]1[CH:29]=[C:24]([CH:23]=[C:22]([O:21][C:18]2[CH:17]=[N:16][C:15]([C:13](=[O:14])[N:12]([CH3:11])[CH3:37])=[CH:20][N:19]=2)[CH:31]=1)[C:25]([O:27][CH3:28])=[O:26])[CH3:36]. The yield is 0.620.